From a dataset of Forward reaction prediction with 1.9M reactions from USPTO patents (1976-2016). Predict the product of the given reaction. Given the reactants [Br:1][C:2]1[CH:3]=[N:4][C:5]2[N:6]([N:8]=[C:9]([C:11]([OH:13])=O)[CH:10]=2)[CH:7]=1.[CH3:14][S:15]([C:18]1[CH:27]=[C:26]2[C:21]([CH2:22][CH2:23][NH:24][N:25]2[CH3:28])=[CH:20][CH:19]=1)(=[O:17])=[O:16], predict the reaction product. The product is: [Br:1][C:2]1[CH:3]=[N:4][C:5]2[N:6]([N:8]=[C:9]([C:11]([N:24]3[CH2:23][CH2:22][C:21]4[C:26](=[CH:27][C:18]([S:15]([CH3:14])(=[O:17])=[O:16])=[CH:19][CH:20]=4)[N:25]3[CH3:28])=[O:13])[CH:10]=2)[CH:7]=1.